Binary Classification. Given a miRNA mature sequence and a target amino acid sequence, predict their likelihood of interaction. From a dataset of Experimentally validated miRNA-target interactions with 360,000+ pairs, plus equal number of negative samples. (1) The miRNA is hsa-miR-4676-5p with sequence GAGCCAGUGGUGAGACAGUGA. The protein sequence of the target gene is MAGASVKVAVRVRPFNARETSQDAKCVVSMQGNTTSIINPKQSKDAPKSFTFDYSYWSHTSTEDPQFASQQQVYRDIGEEMLLHAFEGYNVCIFAYGQTGAGKSYTMMGRQEPGQQGIVPQLCEDLFSRVSENQSAQLSYSVEVSYMEIYCERVRDLLNPKSRGSLRVREHPILGPYVQDLSKLAVTSYADIADLMDCGNKARTVAATNMNETSSRSHAVFTIVFTQRCHDQLTGLDSEKVSKISLVDLAGSERADSSGARGMRLKEGANINKSLTTLGKVISALADMQSKKRKSDFIPY.... Result: 1 (interaction). (2) The miRNA is hsa-miR-224-5p with sequence UCAAGUCACUAGUGGUUCCGUUUAG. The protein sequence of the target gene is MGNHLTEMAPTASSFLPHFQALHVVVIGLDSAGKTSLLYRLKFKEFVQSVPTKGFNTEKIRVPLGGSRGITFQVWDVGGQEKLRPLWRSYTRRTDGLVFVVDAAEAERLEEAKVELHRISRASDNQGVPVLVLANKQDQPGALSAAEVEKRLAVRELAAATLTHVQGCSAVDGLGLQQGLERLYEMILKRKKAARGGKKRR. Result: 1 (interaction). (3) The miRNA is hsa-miR-302b-3p with sequence UAAGUGCUUCCAUGUUUUAGUAG. The protein sequence of the target gene is MAADKPADQGAEKHEGTGQSSGITDQEKELSTNAFQAFTSGNYDACLQHLACLQDINKDDYKIILNTAVAEFFKSNQTTTDNLRQTLNQLKNQVHSAVEEMDGLDDVENSMLYYNQAVILYHLRQYTEAISVGEKLYQFIEPFEEKFAQAVCFLLVDLYILTYQAEKALHLLAVLEKMISQGNNNKNGKNETGNNNNKDGSNHKAESGALIEAAKSKIHQYKVRAYIQMKSLKACKREIKSVMNTAGNSAPSLFLKSNFEYLRGNYRKAVKLLNSSNIAEHPGFMKTGECLRCMFWNNLG.... Result: 0 (no interaction). (4) The miRNA is rno-miR-200b-5p with sequence CAUCUUACUGGGCAGCAUUGGA. The protein sequence of the target gene is MVPLVAVVSGPRAQLFACLLRLGTQQVGPLQLHTGASHAARNHYEVLVLGGGSGGITMAARMKRKVGAENVAIVEPSERHFYQPIWTLVGAGAKQLSSSGRPTASVIPSGVEWIKARVTELNPDKNCIHTDDDEKISYRYLIIALGIQLDYEKIKGLPEGFAHPKIGSNYSVKTVEKTWKALQDFKEGNAIFTFPNTPVKCAGAPQKIMYLSEAYFRKTGKRSKANIIFNTSLGAIFGVKKYADALQEIIQERNLTVNYKKNLIEVRADKQEAVFENLDKPGETQVISYEMLHVTPPMSP.... Result: 0 (no interaction). (5) The miRNA is hsa-miR-34a-5p with sequence UGGCAGUGUCUUAGCUGGUUGU. The protein sequence of the target gene is MANEEDDPVVQEIDVYLAKSLAEKLYLFQYPVRPASMTYDDIPHLSAKIKPKQQKVELEMAIDTLNPNYCRSKGEQIALNVDGACADETSTYSSKLMDKQTFCSSQTTSNTSRYAAALYRQGELHLTPLHGILQLRPSFSYLDKADAKHREREAANEAGDSSQDEAEDDVKQITVRFSRPESEQARQRRVQSYEFLQKKHAEEPWVHLHYYGLRDSRSEHERQYLLCPGSSGVENTELVKSPSEYLMMLMPPSQEEEKDKPVAPSNVLSMAQLRTLPLADQIKILMKNVKVMPFANLMSL.... Result: 1 (interaction). (6) The miRNA is bta-miR-31 with sequence AGGCAAGAUGCUGGCAUAGCU. The protein sequence of the target gene is MGDWSFLGRLLENAQEHSTVIGKVWLTVLFIFRILVLGAAAEEVWGDEQSDFTCNTQQPGCENVCYDRAFPISHIRFWALQIIFVSTPTLIYLGHVLHIVRMEEKKKEREEELLRRDNPQHGRGREPMRTGSPRDPPLRDDRGKVRIAGALLRTYVFNIIFKTLFEVGFIAGQYFLYGFQLQPLYRCDRWPCPNTVDCFISRPTEKTIFVIFMLAVACASLVLNMLEIYHLGWKKLKQGVTNHFNPDASEARHKPLDPLPTATSSGPPSVSIGFPPYYTHPACPTVQAKAIGFPGAPLSP.... Result: 0 (no interaction).